From a dataset of Full USPTO retrosynthesis dataset with 1.9M reactions from patents (1976-2016). Predict the reactants needed to synthesize the given product. (1) Given the product [CH3:20][CH2:16][CH2:9][CH2:10][CH2:11][CH3:12].[C:52]([O:54][CH2:55][CH3:58])(=[O:53])[CH3:2], predict the reactants needed to synthesize it. The reactants are: N1(C([O-])=O)CCC[CH2:2]1.[CH2:9]([C@@H:16]1[CH2:20]OC(=O)N1C(=O)CC1C=CC(C(F)(F)F)=C(F)C=1)[C:10]1C=CC=[CH:12][CH:11]=1.C(N(C(C)C)CC)(C)C.COC1CCCN1[C:52]([O:54][C:55]([CH3:58])(C)C)=[O:53]. (2) Given the product [F:21][C:19]1([F:22])[O:18][C:17]2[CH:23]=[CH:24][C:14]([C:11]3([C:9]([NH:8][C:6]4[N:7]=[C:2]([C:33]5[C:28]([O:27][CH3:26])=[N:29][CH:30]=[C:31]([CH3:43])[CH:32]=5)[C:3]([CH3:25])=[CH:4][CH:5]=4)=[O:10])[CH2:13][CH2:12]3)=[CH:15][C:16]=2[O:20]1, predict the reactants needed to synthesize it. The reactants are: Cl[C:2]1[N:7]=[C:6]([NH:8][C:9]([C:11]2([C:14]3[CH:24]=[CH:23][C:17]4[O:18][C:19]([F:22])([F:21])[O:20][C:16]=4[CH:15]=3)[CH2:13][CH2:12]2)=[O:10])[CH:5]=[CH:4][C:3]=1[CH3:25].[CH3:26][O:27][C:28]1[C:33](B2OC(C)(C)C(C)(C)O2)=[CH:32][C:31]([CH3:43])=[CH:30][N:29]=1.C(=O)([O-])[O-].[Na+].[Na+]. (3) Given the product [Cl:8][C:25]1[C:24]2[C:19]([CH:16]3[CH2:15][CH2:14][N:13]([C:11](=[O:12])[C@H:10]([OH:9])[CH3:43])[CH2:18][CH2:17]3)=[N:20][C:21]3[N:22]([N:28]=[CH:29][C:30]=3[C:31]3[CH:32]=[N:33][C:34]([C:37]4[CH:42]=[CH:41][CH:40]=[CH:39][CH:38]=4)=[CH:35][CH:36]=3)[C:23]=2[NH:27][CH:26]=1, predict the reactants needed to synthesize it. The reactants are: C1C(=O)N([Cl:8])C(=O)C1.[OH:9][C@H:10]([CH3:43])[C:11]([N:13]1[CH2:18][CH2:17][CH:16]([C:19]2[C:24]3[CH:25]=[CH:26][NH:27][C:23]=3[N:22]3[N:28]=[CH:29][C:30]([C:31]4[CH:32]=[N:33][C:34]([C:37]5[CH:42]=[CH:41][CH:40]=[CH:39][CH:38]=5)=[CH:35][CH:36]=4)=[C:21]3[N:20]=2)[CH2:15][CH2:14]1)=[O:12]. (4) Given the product [NH:1]1[C:9]2[C:4](=[CH:5][CH:6]=[CH:7][CH:8]=2)[CH:3]=[C:2]1[C:10]1[CH:11]=[CH:12][C:13]([O:19][CH3:20])=[C:14]([NH:16][C:17]([NH2:21])=[S:18])[CH:15]=1, predict the reactants needed to synthesize it. The reactants are: [NH:1]1[C:9]2[C:4](=[CH:5][CH:6]=[CH:7][CH:8]=2)[CH:3]=[C:2]1[C:10]1[CH:11]=[CH:12][C:13]([O:19][CH3:20])=[C:14]([N:16]=[C:17]=[S:18])[CH:15]=1.[NH3:21].O1CCCC1. (5) Given the product [NH2:15][CH:16]1[CH2:21][CH2:20][CH2:19][N:18]([C:22]2[CH:23]=[C:24]([CH:29]=[CH:30][CH:31]=2)[C:25]([O:27][CH3:28])=[O:26])[CH2:17]1, predict the reactants needed to synthesize it. The reactants are: FC(F)(F)C(O)=O.C(OC([NH:15][CH:16]1[CH2:21][CH2:20][CH2:19][N:18]([C:22]2[CH:23]=[C:24]([CH:29]=[CH:30][CH:31]=2)[C:25]([O:27][CH3:28])=[O:26])[CH2:17]1)=O)(C)(C)C. (6) The reactants are: [CH2:1]([O:3][C:4]([O:6][C:7]1[CH:12]=[CH:11][C:10](/[C:13](/[C:23]2[CH:28]=[CH:27][C:26](/[CH:29]=[CH:30]/[C:31]([O:33]C(C)(C)C)=[O:32])=[CH:25][CH:24]=2)=[C:14](\[C:17]2[CH:22]=[CH:21][CH:20]=[CH:19][CH:18]=2)/[CH2:15][CH3:16])=[CH:9][CH:8]=1)=[O:5])[CH3:2].C(O)(C(F)(F)F)=O. Given the product [CH2:1]([O:3][C:4]([O:6][C:7]1[CH:8]=[CH:9][C:10](/[C:13](/[C:23]2[CH:28]=[CH:27][C:26](/[CH:29]=[CH:30]/[C:31]([OH:33])=[O:32])=[CH:25][CH:24]=2)=[C:14](\[C:17]2[CH:22]=[CH:21][CH:20]=[CH:19][CH:18]=2)/[CH2:15][CH3:16])=[CH:11][CH:12]=1)=[O:5])[CH3:2], predict the reactants needed to synthesize it.